Dataset: Full USPTO retrosynthesis dataset with 1.9M reactions from patents (1976-2016). Task: Predict the reactants needed to synthesize the given product. (1) Given the product [NH2:2][CH2:1][C:3]1[C:4]([CH2:22][C:23]([CH3:24])([CH3:26])[CH3:25])=[N:5][C:6]([CH2:20][CH3:21])=[C:7]([C:12]=1[C:13]1[CH:14]=[CH:15][C:16]([CH3:19])=[CH:17][CH:18]=1)[C:8]([O:10][CH3:11])=[O:9], predict the reactants needed to synthesize it. The reactants are: [C:1]([C:3]1[C:4]([CH2:22][C:23]([CH3:26])([CH3:25])[CH3:24])=[N:5][C:6]([CH2:20][CH3:21])=[C:7]([C:12]=1[C:13]1[CH:18]=[CH:17][C:16]([CH3:19])=[CH:15][CH:14]=1)[C:8]([O:10][CH3:11])=[O:9])#[N:2].N. (2) Given the product [CH3:20][C:1]1[CH:2]=[C:3]2[C:4]([NH:7][C:8]3[CH:16]=[C:15]([C:17]([OH:19])=[O:18])[CH:14]=[CH:13][C:9]=3[C:10]2=[O:12])=[CH:5][CH:6]=1, predict the reactants needed to synthesize it. The reactants are: [C:1]1([CH3:20])[CH:6]=[CH:5][C:4]([NH:7][C:8]2[CH:16]=[C:15]([C:17]([OH:19])=[O:18])[CH:14]=[CH:13][C:9]=2[C:10]([OH:12])=O)=[CH:3][CH:2]=1.C(Cl)(Cl)Cl. (3) The reactants are: COC1C=CC([C:9]2[S:13][C:12]3[CH:14]=[CH:15][CH:16]=[C:17](OC)[C:11]=3[CH:10]=2)=CC=1.FC1C=C(C=C(F)C=1F)C(Cl)=O.[Al+3].[Cl-].[Cl-].[Cl-].O. Given the product [S:13]1[CH:9]=[CH:10][C:11]2[CH:17]=[CH:16][CH:15]=[CH:14][C:12]1=2, predict the reactants needed to synthesize it. (4) Given the product [Cl:1][C:2]1[C:10]([F:11])=[C:9]2[C:5]([C:6]([S:22][C:23]3[C:24]([F:32])=[C:25]([CH2:47][C:44]([OH:48])=[O:34])[CH:29]=[CH:30][CH:31]=3)=[C:7]([CH:19]3[CH2:21][CH2:20]3)[N:8]2[C:12]2[CH:13]=[N:14][N:15]([CH2:17][CH3:18])[CH:16]=2)=[CH:4][CH:3]=1, predict the reactants needed to synthesize it. The reactants are: [Cl:1][C:2]1[C:10]([F:11])=[C:9]2[C:5]([C:6]([S:22][C:23]3[C:24]([F:32])=[C:25]([CH:29]=[CH:30][CH:31]=3)C(O)=O)=[C:7]([CH:19]3[CH2:21][CH2:20]3)[N:8]2[C:12]2[CH:13]=[N:14][N:15]([CH2:17][CH3:18])[CH:16]=2)=[CH:4][CH:3]=1.S(Cl)(Cl)=[O:34].C[Si](C=[N+]=[N-])(C)C.[C:44]([OH:48])([CH3:47])(C)C.